This data is from Full USPTO retrosynthesis dataset with 1.9M reactions from patents (1976-2016). The task is: Predict the reactants needed to synthesize the given product. (1) The reactants are: Br[C:2]1[C:3]([C:17]([NH:19][CH:20]2[CH2:24][CH2:23][CH2:22][CH2:21]2)=[O:18])=[N:4][O:5][C:6]=1[C:7]1[CH:12]=[CH:11][C:10]([C:13]([F:16])([F:15])[F:14])=[CH:9][CH:8]=1.[Li]CCCC.[CH3:30][C:31]([CH3:33])=[O:32].CC(C)=O.C(=O)=O. Given the product [CH:20]1([NH:19][C:17]([C:3]2[C:2]([C:31]([OH:32])([CH3:33])[CH3:30])=[C:6]([C:7]3[CH:12]=[CH:11][C:10]([C:13]([F:16])([F:15])[F:14])=[CH:9][CH:8]=3)[O:5][N:4]=2)=[O:18])[CH2:24][CH2:23][CH2:22][CH2:21]1, predict the reactants needed to synthesize it. (2) Given the product [CH3:21][Si:22]([CH3:33])([CH3:32])[C:23]1[CH:28]=[CH:27][C:26]([C:2]2[C:15]3[C:16]4=[C:17]5[C:12](=[CH:13][CH:14]=3)[C:11]([C:26]3[CH:27]=[CH:28][C:23]([Si:22]([CH3:33])([CH3:32])[CH3:21])=[CH:24][CH:25]=3)=[CH:10][C:9]([C:26]3[CH:27]=[CH:28][C:23]([Si:22]([CH3:33])([CH3:32])[CH3:21])=[CH:24][CH:25]=3)=[C:8]5[CH:7]=[CH:6][C:5]4=[C:4]([C:2]3[CH:15]=[CH:14][C:39]([Si:40]([CH3:42])([CH3:41])[CH3:43])=[CH:4][CH:3]=3)[CH:3]=2)=[CH:25][CH:24]=1, predict the reactants needed to synthesize it. The reactants are: Cl[C:2]1[C:15]2[C:16]3=[C:17]4[C:12](=[CH:13][CH:14]=2)[C:11](Cl)=[CH:10][C:9](Cl)=[C:8]4[CH:7]=[CH:6][C:5]3=[C:4](Cl)[CH:3]=1.[CH3:21][Si:22]([CH3:33])([CH3:32])[C:23]1[CH:28]=[CH:27][C:26](B(O)O)=[CH:25][CH:24]=1.C(P(C(C)(C)C)[CH2:39][Si:40]([CH3:43])([CH3:42])[CH3:41])(C)(C)C.C(=O)([O-])[O-].[Cs+].[Cs+].